Dataset: Catalyst prediction with 721,799 reactions and 888 catalyst types from USPTO. Task: Predict which catalyst facilitates the given reaction. (1) Reactant: C(O[C:4]([C:6]1[C:7]2[CH2:8][C@H:9]3[CH2:22][C@H:10]3[C:11]=2[N:12]([C:14]2[CH:19]=[CH:18][C:17]([F:20])=[CH:16][C:15]=2[F:21])[N:13]=1)=[O:5])C.CN(C(ON1N=NC2C=CC=NC1=2)=[N+](C)C)C.F[P-](F)(F)(F)(F)F.CCN(C(C)C)C(C)C.[CH3:56][O:57][C:58]1[N:63]=[CH:62][C:61]([C:64]([NH2:67])([CH3:66])[CH3:65])=[CH:60][CH:59]=1. Product: [O:57]([C:58]1[N:63]=[CH:62][C:61]([C:64]([NH:67][C:4]([C:6]2[C:7]3[CH2:8][C@H:9]4[CH2:22][C@H:10]4[C:11]=3[N:12]([C:14]3[CH:19]=[CH:18][C:17]([F:20])=[CH:16][C:15]=3[F:21])[N:13]=2)=[O:5])([CH3:65])[CH3:66])=[CH:60][CH:59]=1)[CH3:56]. The catalyst class is: 3. (2) Reactant: C1C=CC=CC=1.[CH2:7]([O:14][C:15]1[CH:16]=[C:17]([CH:40]=[CH:41][CH:42]=1)[C:18]([NH:20][C:21]1[CH:26]=[CH:25][CH:24]=[CH:23][C:22]=1[S:27]([NH:30][C:31]([O:33]C1C=CC=CC=1)=O)(=[O:29])=[O:28])=[O:19])[C:8]1[CH:13]=[CH:12][CH:11]=[CH:10][CH:9]=1.[CH2:43]([NH2:47])[CH2:44][CH2:45][CH3:46]. Product: [CH2:7]([O:14][C:15]1[CH:16]=[C:17]([CH:40]=[CH:41][CH:42]=1)[C:18]([NH:20][C:21]1[CH:26]=[CH:25][CH:24]=[CH:23][C:22]=1[S:27]([NH:30][C:31]([NH:47][CH2:43][CH2:44][CH2:45][CH3:46])=[O:33])(=[O:29])=[O:28])=[O:19])[C:8]1[CH:13]=[CH:12][CH:11]=[CH:10][CH:9]=1. The catalyst class is: 13. (3) Reactant: [CH3:1][Si:2]([CH:5]=[N+]=[N-])([CH3:4])[CH3:3].C(OCC)C.[O:13]1[CH2:18][CH2:17][CH2:16][O:15][CH:14]1[C:19]1[CH:24]=[CH:23][C:22]([C:25]2[S:26][C:27]3[CH:33]=[C:32]([C:34]([C:36]4[CH:41]=[CH:40][CH:39]=[CH:38][CH:37]=4)=[CH2:35])[CH:31]=[CH:30][C:28]=3[N:29]=2)=[C:21]([F:42])[CH:20]=1. Product: [O:15]1[CH2:16][CH2:17][CH2:18][O:13][CH:14]1[C:19]1[CH:24]=[CH:23][C:22]([C:25]2[S:26][C:27]3[CH:33]=[C:32]([C:34]4([C:36]5[CH:37]=[CH:38][CH:39]=[CH:40][CH:41]=5)[CH2:35][CH:5]4[Si:2]([CH3:1])([CH3:3])[CH3:4])[CH:31]=[CH:30][C:28]=3[N:29]=2)=[C:21]([F:42])[CH:20]=1. The catalyst class is: 12. (4) Reactant: [F:1][C:2]1[CH:7]=[CH:6][CH:5]=[C:4]([F:8])[C:3]=1[C:9]1[CH:18]=[CH:17][C:16]2[C:11](=[CH:12][CH:13]=[C:14]([O:19]C)[CH:15]=2)[C:10]=1[C:21]([C:23]1[CH:28]=[CH:27][C:26]([O:29][CH2:30][CH2:31][N:32]2[CH2:37][CH2:36][CH2:35][CH2:34][CH2:33]2)=[CH:25][CH:24]=1)=[O:22].B(Br)(Br)Br.C(Cl)(Cl)Cl.C(O)(C)C.C(=O)(O)[O-].[Na+]. Product: [F:8][C:4]1[CH:5]=[CH:6][CH:7]=[C:2]([F:1])[C:3]=1[C:9]1[CH:18]=[CH:17][C:16]2[C:11](=[CH:12][CH:13]=[C:14]([OH:19])[CH:15]=2)[C:10]=1[C:21]([C:23]1[CH:28]=[CH:27][C:26]([O:29][CH2:30][CH2:31][N:32]2[CH2:33][CH2:34][CH2:35][CH2:36][CH2:37]2)=[CH:25][CH:24]=1)=[O:22]. The catalyst class is: 2. (5) The catalyst class is: 178. Product: [NH2:1][C:4]1[CH:14]=[CH:13][C:7]([C:8]([O:10][CH2:11][CH3:12])=[O:9])=[C:6]([NH:15][C@H:16]2[CH2:21][CH2:20][CH2:19][CH2:18][C@@H:17]2[N:22]2[CH2:26][CH2:25][CH2:24][CH2:23]2)[CH:5]=1. Reactant: [N+:1]([C:4]1[CH:14]=[CH:13][C:7]([C:8]([O:10][CH2:11][CH3:12])=[O:9])=[C:6]([NH:15][C@H:16]2[CH2:21][CH2:20][CH2:19][CH2:18][C@@H:17]2[N:22]2[CH2:26][CH2:25][CH2:24][CH2:23]2)[CH:5]=1)([O-])=O. (6) Product: [Cl:1][C:2]1[CH:10]=[CH:9][CH:8]=[C:7]2[C:3]=1[C:4]([C:11]([NH:13][CH2:14][CH:15]1[CH2:20][CH2:19][C:18]([F:21])([F:22])[CH2:17][CH2:16]1)=[O:12])=[CH:5][N:6]2[CH2:30][C@@H:26]1[CH2:25][C:24]([F:32])([F:23])[CH2:28][N:27]1[CH3:29]. The catalyst class is: 11. Reactant: [Cl:1][C:2]1[CH:10]=[CH:9][CH:8]=[C:7]2[C:3]=1[C:4]([C:11]([NH:13][CH2:14][CH:15]1[CH2:20][CH2:19][C:18]([F:22])([F:21])[CH2:17][CH2:16]1)=[O:12])=[CH:5][NH:6]2.[F:23][C:24]1([F:32])[CH2:28][N:27]([CH3:29])[C@H:26]([CH2:30]O)[CH2:25]1.C(C=P(CCCC)(CCCC)CCCC)#N. (7) Reactant: [C:1]1([C:7]2[N:8]=[N:9][CH:10]=[C:11]([C:22]3[CH:27]=[CH:26][CH:25]=[CH:24][CH:23]=3)[C:12]=2[C:13]2[O:14][CH:15]=[C:16]([C:18](O)(C)[CH3:19])[N:17]=2)[CH:6]=[CH:5][CH:4]=[CH:3][CH:2]=1.C1(C)C=CC(S(O)(=O)=O)=CC=1. Product: [C:1]1([C:7]2[N:8]=[N:9][CH:10]=[C:11]([C:22]3[CH:23]=[CH:24][CH:25]=[CH:26][CH:27]=3)[C:12]=2[C:13]2[O:14][CH:15]=[C:16]([CH:18]=[CH2:19])[N:17]=2)[CH:6]=[CH:5][CH:4]=[CH:3][CH:2]=1. The catalyst class is: 11.